This data is from Catalyst prediction with 721,799 reactions and 888 catalyst types from USPTO. The task is: Predict which catalyst facilitates the given reaction. (1) Reactant: Br[C:2]1[N:7]=[C:6]([C:8]2[CH:13]=[C:12]([O:14][CH3:15])[CH:11]=[C:10]([CH3:16])[N:9]=2)[CH:5]=[CH:4][CH:3]=1.[CH2:17]([O:20]/[N:21]=[C:22](/[C:24]1[CH:29]=[CH:28][CH:27]=[C:26]([CH3:30])[N:25]=1)\[CH3:23])[C:18]#[CH:19].C(NC(C)C)(C)C.O. Product: [CH3:15][O:14][C:12]1[CH:11]=[C:10]([CH3:16])[N:9]=[C:8]([C:6]2[CH:5]=[CH:4][CH:3]=[C:2]([C:19]#[C:18][CH2:17][O:20][N:21]=[C:22]([C:24]3[CH:29]=[CH:28][CH:27]=[C:26]([CH3:30])[N:25]=3)[CH3:23])[N:7]=2)[CH:13]=1. The catalyst class is: 540. (2) Reactant: S[C:2]1[N:7]=[C:6]([N:8]2[CH2:13][CH2:12][O:11][CH2:10][CH2:9]2)[C:5]2[CH2:14][O:15][C:16]([CH3:19])([CH3:18])[CH2:17][C:4]=2[C:3]=1[C:20]#[N:21].BrCC[OH:25]. Product: [CH3:18][C:16]1([CH3:19])[O:15][CH2:14][C:5]2=[C:6]([N:8]3[CH2:13][CH2:12][O:11][CH2:10][CH2:9]3)[NH:7][C:2](=[O:25])[C:3]([C:20]#[N:21])=[C:4]2[CH2:17]1. The catalyst class is: 562. (3) Product: [CH3:1][O:2][C:3]1[CH:8]=[CH:7][CH:6]=[C:5]([CH3:9])[C:4]=1[NH:10][C:11]([N:60]1[CH2:59][CH2:58][N:57]([C:54]2[CH:55]=[CH:56][C:51]([NH:50][C:48]([NH:47][C:41]3[CH:42]=[C:43]([CH3:46])[CH:44]=[CH:45][C:40]=3[O:39][CH3:38])=[O:49])=[CH:52][CH:53]=2)[CH2:62][CH2:61]1)=[O:29]. Reactant: [CH3:1][O:2][C:3]1[CH:8]=[CH:7][CH:6]=[C:5]([CH3:9])[C:4]=1[NH:10][C:11]1C=CC=CC=1.C(N(C(C)C)CC)(C)C.ClC(Cl)([O:29]C(=O)OC(Cl)(Cl)Cl)Cl.[CH3:38][O:39][C:40]1[CH:45]=[CH:44][C:43]([CH3:46])=[CH:42][C:41]=1[NH:47][C:48]([NH:50][C:51]1[CH:56]=[CH:55][C:54]([N:57]2[CH2:62][CH2:61][NH:60][CH2:59][CH2:58]2)=[CH:53][CH:52]=1)=[O:49]. The catalyst class is: 4.